Dataset: Forward reaction prediction with 1.9M reactions from USPTO patents (1976-2016). Task: Predict the product of the given reaction. Given the reactants [Br:1][C:2]1[CH:7]=[CH:6][CH:5]=[C:4](Br)[N:3]=1.[CH3:9][S:10]([CH3:13])(=[NH:12])=[O:11].C1(P(C2C=CC=CC=2)C2C=CC3C(=CC=CC=3)C=2C2C3C(=CC=CC=3)C=CC=2P(C2C=CC=CC=2)C2C=CC=CC=2)C=CC=CC=1.CC(C)([O-])C.[Na+], predict the reaction product. The product is: [Br:1][C:2]1[N:3]=[C:4]([N:12]=[S:10]([CH3:13])([CH3:9])=[O:11])[CH:5]=[CH:6][CH:7]=1.